Task: Predict the reactants needed to synthesize the given product.. Dataset: Full USPTO retrosynthesis dataset with 1.9M reactions from patents (1976-2016) (1) Given the product [C:1]([N:5]([CH2:25][C:26](=[O:28])[NH:32][CH3:31])[C:6]([C:8]1[CH:13]=[CH:12][C:11]([N:14]2[CH2:17][C:16]([F:18])([F:19])[CH2:15]2)=[C:10]([O:20][CH2:21][CH:22]2[CH2:23][CH2:24]2)[N:9]=1)=[O:7])([CH3:3])([CH3:2])[CH3:4], predict the reactants needed to synthesize it. The reactants are: [C:1]([N:5]([CH2:25][C:26]([OH:28])=O)[C:6]([C:8]1[CH:13]=[CH:12][C:11]([N:14]2[CH2:17][C:16]([F:19])([F:18])[CH2:15]2)=[C:10]([O:20][CH2:21][CH:22]2[CH2:24][CH2:23]2)[N:9]=1)=[O:7])([CH3:4])([CH3:3])[CH3:2].CN.[CH3:31][N:32](C(ON1N=NC2C=CC=CC1=2)=[N+](C)C)C.[B-](F)(F)(F)F.CCN(C(C)C)C(C)C. (2) The reactants are: [CH3:1][N:2]1[C:6]2[C:7]([NH2:11])=[CH:8][CH:9]=[CH:10][C:5]=2[N:4]=[CH:3]1.[N:12]([C:15]1[CH:16]=[C:17]([S:26]([NH2:29])(=[O:28])=[O:27])[CH:18]=[CH:19][C:20]=1[O:21][C:22]([F:25])([F:24])[F:23])=[C:13]=[S:14].CC1N(C)C2C(NC(=S)NC3C=C(S(N)(=O)=O)C=CC=3OC(C)C)=CC=CC=2N=1. Given the product [CH3:1][N:2]1[C:6]2[C:7]([NH:11][C:13](=[S:14])[NH:12][C:15]3[CH:16]=[C:17]([S:26]([NH2:29])(=[O:28])=[O:27])[CH:18]=[CH:19][C:20]=3[O:21][C:22]([F:25])([F:24])[F:23])=[CH:8][CH:9]=[CH:10][C:5]=2[N:4]=[CH:3]1, predict the reactants needed to synthesize it. (3) Given the product [CH2:29]([N:28]=[C:26]=[O:27])[CH2:30][CH2:31][CH2:32][CH2:33][CH2:34][CH2:35][CH2:36][CH2:29][CH2:30][CH2:31][CH2:32][CH2:33][CH2:34][CH2:35][CH3:36], predict the reactants needed to synthesize it. The reactants are: CC(OC(C1SC(N[C:26]([NH:28][CH2:29][CH2:30][CH2:31][CH2:32][CH2:33][CH2:34][CH2:35][CH3:36])=[O:27])=C(C(OC(C)(C)C)=O)C=1C)=O)CCCCCC. (4) Given the product [CH:1]([O:4][C:5]1[CH:6]=[CH:7][C:8]([C:11]2[CH:16]=[CH:15][CH:14]=[C:13]([CH:17]3[CH2:26][C:25]([CH3:27])([CH3:28])[C:24]4[C:19](=[CH:20][CH:21]=[C:22]([C:29]([NH:38][S:35]([CH:32]5[CH2:34][CH2:33]5)(=[O:37])=[O:36])=[O:31])[CH:23]=4)[NH:18]3)[CH:12]=2)=[CH:9][CH:10]=1)([CH3:2])[CH3:3], predict the reactants needed to synthesize it. The reactants are: [CH:1]([O:4][C:5]1[CH:10]=[CH:9][C:8]([C:11]2[CH:16]=[CH:15][CH:14]=[C:13]([CH:17]3[CH2:26][C:25]([CH3:28])([CH3:27])[C:24]4[C:19](=[CH:20][CH:21]=[C:22]([C:29]([OH:31])=O)[CH:23]=4)[NH:18]3)[CH:12]=2)=[CH:7][CH:6]=1)([CH3:3])[CH3:2].[CH:32]1([S:35]([NH2:38])(=[O:37])=[O:36])[CH2:34][CH2:33]1. (5) Given the product [ClH:22].[F:17][C:18]1[CH:26]=[C:25]([F:27])[CH:24]=[C:23]([F:28])[C:19]=1[C:20]([NH:9][C:5]1[CH:6]=[CH:7][CH:8]=[C:3]([N:2]([CH3:1])[CH:10]2[CH2:15][CH2:14][N:13]([CH3:16])[CH2:12][CH2:11]2)[N:4]=1)=[O:21], predict the reactants needed to synthesize it. The reactants are: [CH3:1][N:2]([CH:10]1[CH2:15][CH2:14][N:13]([CH3:16])[CH2:12][CH2:11]1)[C:3]1[CH:8]=[CH:7][CH:6]=[C:5]([NH2:9])[N:4]=1.[F:17][C:18]1[CH:26]=[C:25]([F:27])[CH:24]=[C:23]([F:28])[C:19]=1[C:20]([Cl:22])=[O:21]. (6) Given the product [Cl:23][C:7]1[C:6]([NH:8][C:9]2[O:10][C:11]([C:14]3[CH:21]=[CH:20][C:17]([C:18]#[N:19])=[CH:16][CH:15]=3)=[CH:12][N:13]=2)=[C:5]([CH3:22])[CH:4]=[CH:3][CH:2]=1, predict the reactants needed to synthesize it. The reactants are: N[C:2]1[CH:3]=[CH:4][C:5]([CH3:22])=[C:6]([NH:8][C:9]2[O:10][C:11]([C:14]3[CH:21]=[CH:20][C:17]([C:18]#[N:19])=[CH:16][CH:15]=3)=[CH:12][N:13]=2)[CH:7]=1.[Cl:23]C1C(NC(=O)C)=C(C)C=CC=1.NC1C=CC(C)=C(NC(=O)C)C=1. (7) Given the product [CH2:15]([O:7][C:6]([CH:1]1[CH2:5][CH2:4][CH2:3][CH2:2]1)=[O:8])[C:16]1[CH:21]=[CH:20][CH:19]=[CH:18][CH:17]=1, predict the reactants needed to synthesize it. The reactants are: [CH:1]1([C:6]([OH:8])=[O:7])[CH2:5][CH2:4][CH2:3][CH2:2]1.C([O-])([O-])=O.[K+].[K+].[CH2:15](Br)[C:16]1[CH:21]=[CH:20][CH:19]=[CH:18][CH:17]=1.